Task: Predict the reaction yield, written as a fraction of the theoretical maximum amount of product (1.0 means a 100% yield; for example, 0.34 means a 34% yield).. Dataset: Reaction yield outcomes from USPTO patents with 853,638 reactions (1) The reactants are [F:1][CH:2]([F:11])[O:3][C:4]1[CH:10]=[CH:9][C:7]([NH2:8])=[CH:6][CH:5]=1.[S-:12][C:13]#[N:14].[K+].BrBr.[OH-].[NH4+]. The catalyst is C(O)(=O)C. The product is [F:1][CH:2]([F:11])[O:3][C:4]1[CH:10]=[CH:9][C:7]2[N:8]=[C:13]([NH2:14])[S:12][C:6]=2[CH:5]=1. The yield is 0.870. (2) The reactants are O=O.[C:3]([O:7][C:8]([N:10]1[CH2:15][CH2:14][C:13]([C:16]2[C:24]3[C:19](=[CH:20][CH:21]=[CH:22][CH:23]=3)[NH:18][CH:17]=2)=[C:12]([C:25]([OH:27])=[O:26])[CH2:11]1)=[O:9])([CH3:6])([CH3:5])[CH3:4].C(N(CC)CC)C.[H][H]. The product is [C:3]([O:7][C:8]([N:10]1[CH2:15][CH2:14][CH:13]([C:16]2[C:24]3[C:19](=[CH:20][CH:21]=[CH:22][CH:23]=3)[NH:18][CH:17]=2)[CH:12]([C:25]([OH:27])=[O:26])[CH2:11]1)=[O:9])([CH3:6])([CH3:4])[CH3:5]. The yield is 0.890. The catalyst is COC(C)(C)C.CO. (3) The reactants are Br[C:2]1[CH:14]=[CH:13][C:5]([C:6]([NH:8][C:9]([CH3:12])([CH3:11])[CH3:10])=[O:7])=[C:4]([F:15])[CH:3]=1.[Cu][C:17]#[N:18].C(N)CN. The catalyst is CN(C=O)C. The product is [C:9]([NH:8][C:6](=[O:7])[C:5]1[CH:13]=[CH:14][C:2]([C:17]#[N:18])=[CH:3][C:4]=1[F:15])([CH3:12])([CH3:11])[CH3:10]. The yield is 0.770. (4) The reactants are [CH3:1][O:2][N:3]=[CH:4][C:5]1[CH:10]=[CH:9][CH:8]=[C:7]([F:11])[CH:6]=1.C([BH3-])#N.[Na+]. No catalyst specified. The product is [F:11][C:7]1[CH:6]=[C:5]([CH:10]=[CH:9][CH:8]=1)[CH2:4][NH:3][O:2][CH3:1]. The yield is 0.600. (5) The reactants are NC1C=CC=CC=1C1N=C(CCCC(O)=O)OC=1.C([O:21][C:22](=[O:40])[CH2:23][CH2:24][CH2:25][CH2:26][CH2:27][C:28]1[O:29][CH:30]=[C:31]([C:33]2[CH:38]=[CH:37][CH:36]=[CH:35][C:34]=2[NH2:39])[N:32]=1)C. No catalyst specified. The yield is 0.830. The product is [NH2:39][C:34]1[CH:35]=[CH:36][CH:37]=[CH:38][C:33]=1[C:31]1[N:32]=[C:28]([CH2:27][CH2:26][CH2:25][CH2:24][CH2:23][C:22]([OH:40])=[O:21])[O:29][CH:30]=1. (6) The reactants are [Br:1][C:2]1[CH:7]=[CH:6][C:5]([O:8][CH3:9])=[C:4]([OH:10])[C:3]=1[OH:11].C([O-])([O-])=O.[K+].[K+].Br[CH2:19][CH2:20]Br. The catalyst is CN(C=O)C.O. The product is [Br:1][C:2]1[C:3]2[O:11][CH2:20][CH2:19][O:10][C:4]=2[C:5]([O:8][CH3:9])=[CH:6][CH:7]=1. The yield is 0.800.